Dataset: Catalyst prediction with 721,799 reactions and 888 catalyst types from USPTO. Task: Predict which catalyst facilitates the given reaction. (1) Reactant: [Cl:1][C:2]1[CH:9]=[C:8]([CH3:10])[CH:7]=[CH:6][C:3]=1[C:4]#[N:5].[Br:11]N1C(=O)CCC1=O.N(C(C)(C)C#N)=NC(C)(C)C#N. Product: [Br:11][CH2:10][C:8]1[CH:7]=[CH:6][C:3]([C:4]#[N:5])=[C:2]([Cl:1])[CH:9]=1. The catalyst class is: 717. (2) Reactant: Br[C:2]1[N:6]2[CH:7]=[CH:8][CH:9]=[N:10][C:5]2=[N:4][C:3]=1[C:11]1[CH:18]=[CH:17][C:14]([CH:15]=[O:16])=[CH:13][CH:12]=1.[F:19][C:20]1[CH:25]=[CH:24][C:23](B(O)O)=[CH:22][CH:21]=1.C([O-])([O-])=O.[K+].[K+].O.C(O)C. Product: [F:19][C:20]1[CH:25]=[CH:24][C:23]([C:2]2[N:6]3[CH:7]=[CH:8][CH:9]=[N:10][C:5]3=[N:4][C:3]=2[C:11]2[CH:18]=[CH:17][C:14]([CH:15]=[O:16])=[CH:13][CH:12]=2)=[CH:22][CH:21]=1. The catalyst class is: 93.